Dataset: Full USPTO retrosynthesis dataset with 1.9M reactions from patents (1976-2016). Task: Predict the reactants needed to synthesize the given product. (1) Given the product [O:1]=[C:2]([C:9]1[O:10][C:11]([C:14]2[CH:19]=[CH:18][CH:17]=[CH:16][N:15]=2)=[CH:12][N:13]=1)[CH2:3][CH2:4][CH2:5][CH2:6][C:7]#[C:8][C:23]1[CH:24]=[CH:25][CH:26]=[C:21]([Cl:20])[C:22]=1[Cl:28], predict the reactants needed to synthesize it. The reactants are: [O:1]=[C:2]([C:9]1[O:10][C:11]([C:14]2[CH:19]=[CH:18][CH:17]=[CH:16][N:15]=2)=[CH:12][N:13]=1)[CH2:3][CH2:4][CH2:5][CH2:6][C:7]#[CH:8].[Cl:20][C:21]1[CH:26]=[CH:25][CH:24]=[C:23](I)[C:22]=1[Cl:28]. (2) Given the product [Br:1][C:2]1[CH:10]=[C:9]([CH3:11])[C:5]([C:6]([Cl:17])=[O:7])=[C:4]([Cl:12])[CH:3]=1, predict the reactants needed to synthesize it. The reactants are: [Br:1][C:2]1[CH:10]=[C:9]([CH3:11])[C:5]([C:6](O)=[O:7])=[C:4]([Cl:12])[CH:3]=1.C(Cl)(C([Cl:17])=O)=O.CN(C=O)C. (3) The reactants are: [CH3:1][N:2]1[CH:6]=[C:5]([C:7]2[N:12]=[C:11]3[N:13]([CH2:16][C@H:17]4[CH2:22][CH2:21][CH2:20][N:19]([C:23]5[N:28]=[CH:27][C:26]([C:29]6[CH:34]=[CH:33][C:32]([C:35]([N:37]7[CH2:42][CH2:41][N:40]([CH3:43])[CH2:39][CH2:38]7)=[O:36])=[CH:31][CH:30]=6)=[CH:25][N:24]=5)[CH2:18]4)[N:14]=[N:15][C:10]3=[N:9][CH:8]=2)[CH:4]=[N:3]1.[ClH:44]. Given the product [ClH:44].[CH3:1][N:2]1[CH:6]=[C:5]([C:7]2[N:12]=[C:11]3[N:13]([CH2:16][C@H:17]4[CH2:22][CH2:21][CH2:20][N:19]([C:23]5[N:24]=[CH:25][C:26]([C:29]6[CH:30]=[CH:31][C:32]([C:35]([N:37]7[CH2:38][CH2:39][N:40]([CH3:43])[CH2:41][CH2:42]7)=[O:36])=[CH:33][CH:34]=6)=[CH:27][N:28]=5)[CH2:18]4)[N:14]=[N:15][C:10]3=[N:9][CH:8]=2)[CH:4]=[N:3]1, predict the reactants needed to synthesize it. (4) Given the product [CH3:1][C:2]1[N:3]=[C:4]([NH:11][C:12]([N:14]2[CH2:15][CH2:16][N:17]([C:20]3[CH:25]=[C:24]([NH2:26])[CH:23]=[C:22]([NH2:29])[CH:21]=3)[CH2:18][CH2:19]2)=[O:13])[C:5]([O:9][CH3:10])=[N:6][C:7]=1[CH3:8], predict the reactants needed to synthesize it. The reactants are: [CH3:1][C:2]1[N:3]=[C:4]([NH:11][C:12]([N:14]2[CH2:19][CH2:18][N:17]([C:20]3[CH:25]=[C:24]([N+:26]([O-])=O)[CH:23]=[C:22]([N+:29]([O-])=O)[CH:21]=3)[CH2:16][CH2:15]2)=[O:13])[C:5]([O:9][CH3:10])=[N:6][C:7]=1[CH3:8].